From a dataset of Full USPTO retrosynthesis dataset with 1.9M reactions from patents (1976-2016). Predict the reactants needed to synthesize the given product. (1) Given the product [Cl:13][C:14]1[N:15]=[C:16]([CH3:22])[N:17]2[C:5](=[O:11])[N:21]([CH2:30][C:31]3[CH:36]=[N:35][C:34]([C:37]([F:40])([F:38])[F:39])=[CH:33][CH:32]=3)[N:20]=[C:18]2[CH:19]=1, predict the reactants needed to synthesize it. The reactants are: ClC(Cl)(O[C:5](=[O:11])OC(Cl)(Cl)Cl)Cl.[Cl:13][C:14]1[CH:19]=[C:18]([NH:20][NH2:21])[N:17]=[C:16]([CH3:22])[N:15]=1.C([O-])([O-])=O.[K+].[K+].Cl[CH2:30][C:31]1[CH:32]=[CH:33][C:34]([C:37]([F:40])([F:39])[F:38])=[N:35][CH:36]=1. (2) Given the product [CH:28]([S:22]([C:5]1[CH:6]=[C:7]2[C:11](=[CH:12][CH:13]=1)[NH:10][N:9]=[C:8]2[NH:14][C:15]1[S:16][CH:17]=[CH:18][N:19]=1)(=[O:24])=[O:21])([CH3:29])[CH3:27], predict the reactants needed to synthesize it. The reactants are: C(S[C:5]1[CH:6]=[C:7]2[C:11](=[CH:12][CH:13]=1)[NH:10][N:9]=[C:8]2[NH:14][C:15]1[S:16][CH:17]=[CH:18][N:19]=1)(C)C.O[O:21][S:22]([O-:24])=O.[K+].O1C[CH2:29][CH2:28][CH2:27]1. (3) Given the product [O:21]1[C:25]2[CH:26]=[CH:27][CH:28]=[CH:29][C:24]=2[CH:23]=[C:22]1[C:2]1[C:11]([N:12]([CH:14]([CH3:16])[CH3:15])[CH3:13])=[N:10][C:9]2[C:4](=[CH:5][CH:6]=[C:7]([C:17]([O:19][CH3:20])=[O:18])[CH:8]=2)[N:3]=1, predict the reactants needed to synthesize it. The reactants are: Cl[C:2]1[C:11]([N:12]([CH:14]([CH3:16])[CH3:15])[CH3:13])=[N:10][C:9]2[C:4](=[CH:5][CH:6]=[C:7]([C:17]([O:19][CH3:20])=[O:18])[CH:8]=2)[N:3]=1.[O:21]1[C:25]2[CH:26]=[CH:27][CH:28]=[CH:29][C:24]=2[CH:23]=[C:22]1B(O)O.[O-]P([O-])([O-])=O.[K+].[K+].[K+]. (4) The reactants are: [CH2:1]([O:3][C@@H:4]([CH2:10][C:11]1[CH:16]=[CH:15][C:14]([O:17][CH2:18][C:19]([N:21]([CH2:34][CH3:35])[CH2:22][C:23]2[CH:28]=[CH:27][C:26]([O:29][C:30]([F:33])([F:32])[F:31])=[CH:25][CH:24]=2)=[O:20])=[CH:13][CH:12]=1)[C:5]([O:7]CC)=[O:6])[CH3:2].[Li+].[OH-].Cl. Given the product [CH2:1]([O:3][C@@H:4]([CH2:10][C:11]1[CH:16]=[CH:15][C:14]([O:17][CH2:18][C:19]([N:21]([CH2:34][CH3:35])[CH2:22][C:23]2[CH:28]=[CH:27][C:26]([O:29][C:30]([F:32])([F:33])[F:31])=[CH:25][CH:24]=2)=[O:20])=[CH:13][CH:12]=1)[C:5]([OH:7])=[O:6])[CH3:2], predict the reactants needed to synthesize it. (5) Given the product [Br:1][C:2]1[CH:7]=[C:6]([S:8]([N:11]([CH3:12])[CH3:13])(=[O:10])=[O:9])[CH:5]=[N:4][C:3]=1[CH3:14], predict the reactants needed to synthesize it. The reactants are: [Br:1][C:2]1[C:3]([CH:14](C(OCC)=O)C(OCC)=O)=[N:4][CH:5]=[C:6]([S:8]([N:11]([CH3:13])[CH3:12])(=[O:10])=[O:9])[CH:7]=1.Cl. (6) Given the product [ClH:23].[Cl:23][C:18]1[C:17]([N:14]2[CH2:15][CH2:16][N:11]([CH2:10][CH2:9][NH:7][CH3:6])[CH2:12][CH2:13]2)=[CH:22][CH:21]=[CH:20][N:19]=1, predict the reactants needed to synthesize it. The reactants are: C(O[C:6](=O)[N:7]([CH2:9][CH2:10][N:11]1[CH2:16][CH2:15][N:14]([C:17]2[C:18]([Cl:23])=[N:19][CH:20]=[CH:21][CH:22]=2)[CH2:13][CH2:12]1)C)(C)(C)C.Cl.O1CCOCC1.